Predict the product of the given reaction. From a dataset of Forward reaction prediction with 1.9M reactions from USPTO patents (1976-2016). Given the reactants [CH:1]([C:3]1[CH:8]=[CH:7][C:6]([C@@H:9]2[O:14][CH2:13][CH2:12][N:11]([C:15]([O:17][C:18]([CH3:21])([CH3:20])[CH3:19])=[O:16])[CH2:10]2)=[CH:5][CH:4]=1)=O.[C:22](=O)([O-])[O-].[K+].[K+].[N+](=C(P(=O)(OC)OC)C(=O)C)=[N-].C(=O)(O)[O-].[Na+], predict the reaction product. The product is: [C:1]([C:3]1[CH:8]=[CH:7][C:6]([C@@H:9]2[O:14][CH2:13][CH2:12][N:11]([C:15]([O:17][C:18]([CH3:21])([CH3:20])[CH3:19])=[O:16])[CH2:10]2)=[CH:5][CH:4]=1)#[CH:22].